Dataset: NCI-60 drug combinations with 297,098 pairs across 59 cell lines. Task: Regression. Given two drug SMILES strings and cell line genomic features, predict the synergy score measuring deviation from expected non-interaction effect. Drug 1: CC1=C(C=C(C=C1)NC(=O)C2=CC=C(C=C2)CN3CCN(CC3)C)NC4=NC=CC(=N4)C5=CN=CC=C5. Drug 2: CCC1(CC2CC(C3=C(CCN(C2)C1)C4=CC=CC=C4N3)(C5=C(C=C6C(=C5)C78CCN9C7C(C=CC9)(C(C(C8N6C)(C(=O)OC)O)OC(=O)C)CC)OC)C(=O)OC)O.OS(=O)(=O)O. Cell line: SW-620. Synergy scores: CSS=-7.37, Synergy_ZIP=4.83, Synergy_Bliss=2.81, Synergy_Loewe=-3.28, Synergy_HSA=-5.87.